Dataset: Forward reaction prediction with 1.9M reactions from USPTO patents (1976-2016). Task: Predict the product of the given reaction. (1) Given the reactants [CH3:1][N:2](C=O)C.CI.CN(C)[CH2:10][C:11]1[C:19]2[C:14](=[CH:15][C:16]([N+:20]([O-:22])=[O:21])=[CH:17][CH:18]=2)[NH:13][CH:12]=1.[C-]#N.[K+], predict the reaction product. The product is: [N+:20]([C:16]1[CH:15]=[C:14]2[C:19]([C:11]([CH2:10][C:1]#[N:2])=[CH:12][NH:13]2)=[CH:18][CH:17]=1)([O-:22])=[O:21]. (2) Given the reactants [Cl:1][CH2:2][CH2:3][CH2:4][C:5](Cl)=[O:6].[C:8]1([CH3:14])[CH:13]=[CH:12][CH:11]=[CH:10][CH:9]=1, predict the reaction product. The product is: [Cl:1][CH2:2][CH2:3][CH2:4][C:5]([C:11]1[CH:12]=[CH:13][C:8]([CH3:14])=[CH:9][CH:10]=1)=[O:6].